Predict which catalyst facilitates the given reaction. From a dataset of Catalyst prediction with 721,799 reactions and 888 catalyst types from USPTO. (1) Reactant: O[CH2:2][C:3]1[CH:4]=[C:5]([CH:8]=[CH:9][CH:10]=1)[C:6]#[N:7].C1C=CC(P([N:25]=[N+:26]=[N-:27])(C2C=CC=CC=2)=O)=CC=1.C1CCN2C(=NCCC2)CC1. Product: [N:25]([CH2:2][C:3]1[CH:4]=[C:5]([CH:8]=[CH:9][CH:10]=1)[C:6]#[N:7])=[N+:26]=[N-:27]. The catalyst class is: 1. (2) Reactant: C(OC(=O)[NH:7][C:8]1[CH:13]=[CH:12][CH:11]=[C:10]([O:14][C:15]2C(C(=O)NC3C=CC=CC=3)=CN=C(S(C)(=O)=O)N=2)[CH:9]=1)(C)(C)C. Product: [CH3:15][O:14][C:10]1[CH:9]=[C:8]([CH:13]=[CH:12][CH:11]=1)[NH2:7]. The catalyst class is: 19. (3) Reactant: [Br:1][C:2]1[CH:7]=[CH:6][C:5](I)=[C:4]([F:9])[CH:3]=1.C([Li])CCC.[C:15]1(=[O:19])[CH2:18][CH2:17][CH2:16]1. Product: [Br:1][C:2]1[CH:7]=[CH:6][C:5]([C:15]2([OH:19])[CH2:18][CH2:17][CH2:16]2)=[C:4]([F:9])[CH:3]=1. The catalyst class is: 27. (4) Reactant: C(N(C(C)C)CC)(C)C.[CH2:10]([O:12][C:13]([CH2:15][N:16]1[CH2:21][CH2:20][NH:19][CH2:18][CH2:17]1)=[O:14])[CH3:11].[Br:22][C:23]1[CH:24]=[C:25]([NH:29][C:30]2[C:39]3[C:34](=[CH:35][C:36]([O:44][CH3:45])=[C:37]([O:40][CH2:41][CH2:42]Br)[CH:38]=3)[N:33]=[CH:32][N:31]=2)[CH:26]=[CH:27][CH:28]=1. Product: [Br:22][C:23]1[CH:24]=[C:25]([NH:29][C:30]2[C:39]3[C:34](=[CH:35][C:36]([O:44][CH3:45])=[C:37]([O:40][CH2:41][CH2:42][N:19]4[CH2:18][CH2:17][N:16]([CH2:15][C:13]([O:12][CH2:10][CH3:11])=[O:14])[CH2:21][CH2:20]4)[CH:38]=3)[N:33]=[CH:32][N:31]=2)[CH:26]=[CH:27][CH:28]=1. The catalyst class is: 10. (5) Reactant: [C:1]([O:5][C:6]([N:8]([CH2:25][C:26]1([C:30]2[C:35]([F:36])=[CH:34][CH:33]=[CH:32][N:31]=2)[CH2:29][CH2:28][CH2:27]1)[C:9]1[N:14]=[N:13][C:12]([C:15]2[S:16][C:17]([C:20]([O:22]CC)=O)=[CH:18][N:19]=2)=[CH:11][CH:10]=1)=[O:7])([CH3:4])([CH3:3])[CH3:2].[NH3:37]. Product: [C:20]([C:17]1[S:16][C:15]([C:12]2[N:13]=[N:14][C:9]([N:8]([CH2:25][C:26]3([C:30]4[C:35]([F:36])=[CH:34][CH:33]=[CH:32][N:31]=4)[CH2:27][CH2:28][CH2:29]3)[C:6](=[O:7])[O:5][C:1]([CH3:2])([CH3:4])[CH3:3])=[CH:10][CH:11]=2)=[N:19][CH:18]=1)(=[O:22])[NH2:37]. The catalyst class is: 5. (6) Reactant: [CH2:1]1[C:7]2[CH:8]=[CH:9][C:10]([C:12]3[CH2:13][CH2:14][N:15]([C:18]([O:20][CH2:21][C:22]4[CH:27]=[CH:26][CH:25]=[CH:24][CH:23]=4)=[O:19])[CH2:16][CH:17]=3)=[CH:11][C:6]=2[CH2:5][CH2:4][NH:3][CH2:2]1.[C:28]1(=O)[CH2:31][CH2:30][CH2:29]1. Product: [CH:28]1([N:3]2[CH2:2][CH2:1][C:7]3[CH:8]=[CH:9][C:10]([C:12]4[CH2:17][CH2:16][N:15]([C:18]([O:20][CH2:21][C:22]5[CH:23]=[CH:24][CH:25]=[CH:26][CH:27]=5)=[O:19])[CH2:14][CH:13]=4)=[CH:11][C:6]=3[CH2:5][CH2:4]2)[CH2:31][CH2:30][CH2:29]1. The catalyst class is: 404. (7) Reactant: [CH2:1]([NH2:5])[CH2:2][CH:3]=[CH2:4].Br[CH2:7][CH2:8][CH:9]=[CH2:10].C(N(CC)CC)C.[C:18]([O:22][C:23](O[C:23]([O:22][C:18]([CH3:21])([CH3:20])[CH3:19])=[O:24])=[O:24])([CH3:21])([CH3:20])[CH3:19]. Product: [C:18]([O:22][C:23](=[O:24])[N:5]([CH2:7][CH2:8][CH:9]=[CH2:10])[CH2:1][CH2:2][CH:3]=[CH2:4])([CH3:21])([CH3:20])[CH3:19]. The catalyst class is: 7. (8) Reactant: Br[CH2:2][CH2:3][CH2:4][Cl:5].[NH:6]1[CH2:11][CH2:10][O:9][CH2:8][CH2:7]1.[OH-].[Na+].Cl. Product: [ClH:5].[Cl:5][CH2:4][CH2:3][CH2:2][N:6]1[CH2:11][CH2:10][O:9][CH2:8][CH2:7]1. The catalyst class is: 192.